From a dataset of CYP2C9 inhibition data for predicting drug metabolism from PubChem BioAssay. Regression/Classification. Given a drug SMILES string, predict its absorption, distribution, metabolism, or excretion properties. Task type varies by dataset: regression for continuous measurements (e.g., permeability, clearance, half-life) or binary classification for categorical outcomes (e.g., BBB penetration, CYP inhibition). Dataset: cyp2c9_veith. The result is 0 (non-inhibitor). The drug is COc1ccc(-c2nc(CSCC(=O)NCC3CCCO3)c(C)o2)cc1OC.